From a dataset of Reaction yield outcomes from USPTO patents with 853,638 reactions. Predict the reaction yield, written as a fraction of the theoretical maximum amount of product (1.0 means a 100% yield; for example, 0.34 means a 34% yield). (1) The yield is 0.820. The reactants are [C:1]1([C:7]2[CH:14]=[CH:13][CH:12]=[CH:11][C:8]=2[CH2:9][OH:10])[CH:6]=[CH:5][CH:4]=[CH:3][CH:2]=1. The catalyst is C(Cl)Cl.O=[Mn]=O. The product is [C:1]1([C:7]2[CH:14]=[CH:13][CH:12]=[CH:11][C:8]=2[CH:9]=[O:10])[CH:2]=[CH:3][CH:4]=[CH:5][CH:6]=1. (2) The reactants are [C:1]([C:7]([O:9][CH3:10])=[O:8])#[C:2][C:3](OC)=[O:4].Cl.[F:12][C:13]1[CH:18]=[CH:17][CH:16]=[CH:15][C:14]=1[NH:19][NH2:20].C(N(CC)CC)C. The catalyst is CO. The product is [F:12][C:13]1[CH:18]=[CH:17][CH:16]=[CH:15][C:14]=1[N:19]1[C:3]([OH:4])=[CH:2][C:1]([C:7]([O:9][CH3:10])=[O:8])=[N:20]1. The yield is 1.00.